This data is from CYP2C19 inhibition data for predicting drug metabolism from PubChem BioAssay. The task is: Regression/Classification. Given a drug SMILES string, predict its absorption, distribution, metabolism, or excretion properties. Task type varies by dataset: regression for continuous measurements (e.g., permeability, clearance, half-life) or binary classification for categorical outcomes (e.g., BBB penetration, CYP inhibition). Dataset: cyp2c19_veith. (1) The drug is OCc1nnn(-c2cccc(C(F)(F)F)c2)c1CO. The result is 0 (non-inhibitor). (2) The compound is O=C(NCC1CCCO1)C1c2ccccc2C(=O)N1Cc1ccc2c(c1)OCO2. The result is 0 (non-inhibitor). (3) The molecule is COc1cc(NS(C)(=O)=O)ccc1Nc1c2ccccc2nc2ccccc12. The result is 0 (non-inhibitor). (4) The compound is CC(C)NC(=O)N1CCC2(CC1)CCN(C(=O)Oc1ccccc1)CC2. The result is 0 (non-inhibitor). (5) The compound is Cn1c(=S)c2[nH]c(SCCN3CCCC3)nc2n(C)c1=O. The result is 0 (non-inhibitor). (6) The molecule is CC12CS(=O)(=O)CC1SC(=S)N2c1ccccn1. The result is 0 (non-inhibitor). (7) The compound is c1ccc2c(c1)CCC[C@H]2C1=NCCN1. The result is 0 (non-inhibitor). (8) The compound is COC(=O)N1N=C(c2ccccc2)CC1(O)C(F)(F)F. The result is 1 (inhibitor).